Dataset: Catalyst prediction with 721,799 reactions and 888 catalyst types from USPTO. Task: Predict which catalyst facilitates the given reaction. (1) Reactant: FC1C(F)=CC=CC=1[C@@H]1CC[C@@H](CC([N:23]2[CH2:28][CH2:27][CH:26]([N:29]3[C:37]4[C:32](=[N:33][CH:34]=[CH:35][CH:36]=4)[NH:31][C:30]3=[O:38])[CH2:25][CH2:24]2)=O)C2=NC=CC=C2C1.FC1C(F)=CC=CC=1[C@H]1CC[C@H](CC(N2CCC(N3C4C(=NC=CC=4)NC3=O)CC2)=O)C2=NC=CC=C2C1.Cl. Product: [NH:23]1[CH2:24][CH2:25][CH:26]([N:29]2[C:37]3[C:32](=[N:33][CH:34]=[CH:35][CH:36]=3)[NH:31][C:30]2=[O:38])[CH2:27][CH2:28]1. The catalyst class is: 2. (2) Reactant: [CH3:1][S:2](Cl)(=[O:4])=[O:3].[F:6][C:7]1[C:8]([CH3:26])([CH3:25])[O:9][C:10]2[C:15]([C:16]=1[C:17]1[CH:22]=[CH:21][C:20]([F:23])=[CH:19][CH:18]=1)=[CH:14][CH:13]=[C:12]([NH2:24])[CH:11]=2. Product: [F:6][C:7]1[C:8]([CH3:26])([CH3:25])[O:9][C:10]2[C:15]([C:16]=1[C:17]1[CH:18]=[CH:19][C:20]([F:23])=[CH:21][CH:22]=1)=[CH:14][CH:13]=[C:12]([NH:24][S:2]([CH3:1])(=[O:4])=[O:3])[CH:11]=2. The catalyst class is: 17. (3) Reactant: [CH3:1][NH:2][C@@H:3]1[C@@H:8]([OH:9])[C@H:7]([O:10][C@@H:11]2[O:16][C@H:15]([CH2:17][OH:18])[C@H:14]([OH:19])[C@@H:13]3[O:20][C:21]4([O:27][C@H:26]([C@@H:28]([NH2:31])[CH2:29][OH:30])[C@H:25]([OH:32])[C@@H:24]([OH:33])[C@H:23]4[OH:34])[O:22][C@H:12]23)[C@@H:6]([OH:35])[C@H:5]([NH2:36])[CH2:4]1. Product: [CH3:1][NH:2][C@H:3]1[C@H:8]([OH:9])[C@@H:7]([O:10][C@H:11]2[O:16][C@H:15]([CH2:17][OH:18])[C@H:14]([OH:19])[C@@H:13]3[O:20][C@:21]4([O:27][C@H:26]([C@H:28]([NH2:31])[CH2:29][OH:30])[C@H:25]([OH:32])[C@H:24]([OH:33])[C@H:23]4[OH:34])[O:22][C@@H:12]23)[C@H:6]([OH:35])[C@@H:5]([NH2:36])[CH2:4]1. The catalyst class is: 6. (4) Reactant: [Br:1][C:2]1[CH:7]=[C:6]([Cl:8])[CH:5]=[CH:4][C:3]=1[N:9]1[CH:13]=[C:12]([C:14]([O:16]C(C)(C)C)=[O:15])[N:11]=[N:10]1.FC(F)(F)C(O)=O. Product: [Br:1][C:2]1[CH:7]=[C:6]([Cl:8])[CH:5]=[CH:4][C:3]=1[N:9]1[CH:13]=[C:12]([C:14]([OH:16])=[O:15])[N:11]=[N:10]1. The catalyst class is: 4. (5) Reactant: [NH2:1][C:2]1[N:6]([C@@H:7]2[CH2:12][CH2:11][CH2:10][NH:9][CH2:8]2)[N:5]=[C:4]([C:13]2[CH:18]=[CH:17][C:16]([O:19][C:20]3[CH:25]=[CH:24][C:23]([F:26])=[CH:22][C:21]=3[F:27])=[CH:15][CH:14]=2)[C:3]=1[C:28]([NH2:30])=[O:29].F[P-](F)(F)(F)(F)F.N1(O[P+](N(C)C)(N(C)C)N(C)C)C2C=CC=CC=2N=N1.C(N(CC)C(C)C)(C)C.[OH:67][CH2:68][CH2:69]/[CH:70]=[CH:71]/[C:72](O)=[O:73]. Product: [NH2:1][C:2]1[N:6]([C@@H:7]2[CH2:12][CH2:11][CH2:10][N:9]([C:68](=[O:67])/[CH:69]=[CH:70]/[CH2:71][CH2:72][OH:73])[CH2:8]2)[N:5]=[C:4]([C:13]2[CH:18]=[CH:17][C:16]([O:19][C:20]3[CH:25]=[CH:24][C:23]([F:26])=[CH:22][C:21]=3[F:27])=[CH:15][CH:14]=2)[C:3]=1[C:28]([NH2:30])=[O:29]. The catalyst class is: 9. (6) Reactant: [C:1]([O:5][C:6](=[O:30])[NH:7][CH2:8][CH2:9][CH2:10][C:11](=[N:18][NH:19][C:20](=[O:29])[C:21]1[CH:26]=[C:25]([F:27])[CH:24]=[CH:23][C:22]=1[F:28])[C:12]1[CH:17]=[CH:16][CH:15]=[CH:14][CH:13]=1)([CH3:4])([CH3:3])[CH3:2].[C:31](O[C:31](=[O:35])[CH:32]([CH3:34])[CH3:33])(=[O:35])[CH:32]([CH3:34])[CH3:33]. Product: [C:1]([O:5][C:6](=[O:30])[NH:7][CH2:8][CH2:9][CH2:10][C:11]1([C:12]2[CH:17]=[CH:16][CH:15]=[CH:14][CH:13]=2)[N:18]([C:31](=[O:35])[CH:32]([CH3:34])[CH3:33])[N:19]=[C:20]([C:21]2[CH:26]=[C:25]([F:27])[CH:24]=[CH:23][C:22]=2[F:28])[O:29]1)([CH3:4])([CH3:2])[CH3:3]. The catalyst class is: 26. (7) The catalyst class is: 7. Product: [CH3:33][C:26]([O:25][C:24]1[CH:34]=[CH:35][CH:36]=[C:22]([O:10][CH2:9][CH2:8][CH2:7][C:6]2[C:2]([CH3:1])=[N:3][N:4]([C:11]3[CH:16]=[CH:15][C:14]([C:17]([F:19])([F:20])[F:18])=[CH:13][N:12]=3)[CH:5]=2)[CH:23]=1)([CH3:32])[C:27]([OH:29])=[O:28]. Reactant: [CH3:1][C:2]1[C:6]([CH2:7][CH2:8][CH2:9][OH:10])=[CH:5][N:4]([C:11]2[CH:16]=[CH:15][C:14]([C:17]([F:20])([F:19])[F:18])=[CH:13][N:12]=2)[N:3]=1.O[C:22]1[CH:23]=[C:24]([CH:34]=[CH:35][CH:36]=1)[O:25][C:26]([CH3:33])([CH3:32])[C:27]([O:29]CC)=[O:28].C(P(CCCC)CCCC)CCC.N(C(N1CCCCC1)=O)=NC(N1CCCCC1)=O. (8) Reactant: [Cl:1][C:2]1[C:3](=[O:28])[N:4]([CH2:18][C:19]2[CH:20]=[C:21]3[C:25](=[CH:26][CH:27]=2)[NH:24][CH:23]=[CH:22]3)[CH:5]=[CH:6][C:7]=1[O:8][CH2:9][C:10]1[CH:15]=[CH:14][C:13]([F:16])=[CH:12][C:11]=1[F:17].[C:29](OC(=O)C)(=[O:31])[CH3:30].CCN(CC)CC. Product: [C:29]([N:24]1[C:25]2[C:21](=[CH:20][C:19]([CH2:18][N:4]3[CH:5]=[CH:6][C:7]([O:8][CH2:9][C:10]4[CH:15]=[CH:14][C:13]([F:16])=[CH:12][C:11]=4[F:17])=[C:2]([Cl:1])[C:3]3=[O:28])=[CH:27][CH:26]=2)[CH:22]=[CH:23]1)(=[O:31])[CH3:30]. The catalyst class is: 23.